From a dataset of Aqueous solubility values for 9,982 compounds from the AqSolDB database. Regression/Classification. Given a drug SMILES string, predict its absorption, distribution, metabolism, or excretion properties. Task type varies by dataset: regression for continuous measurements (e.g., permeability, clearance, half-life) or binary classification for categorical outcomes (e.g., BBB penetration, CYP inhibition). For this dataset (solubility_aqsoldb), we predict Y. The compound is CC(=O)Nc1ccc2nc(S(N)(=O)=O)sc2c1. The Y is -3.16 log mol/L.